From a dataset of Forward reaction prediction with 1.9M reactions from USPTO patents (1976-2016). Predict the product of the given reaction. (1) Given the reactants [C:1]([OH:9])(=[O:8])[CH:2](CC(O)=O)[OH:3].[C:10]([O-:13])(=[O:12])[CH3:11].[Na+:14], predict the reaction product. The product is: [C:10]([OH:13])(=[O:12])[CH2:11][O:3][CH2:2][C:1]([O-:9])=[O:8].[Na+:14]. (2) Given the reactants C[O:2][C:3](=O)[C:4]1[C:9]([N+:10]([O-:12])=[O:11])=[CH:8][CH:7]=[CH:6][C:5]=1[CH2:13][CH2:14][NH:15][C:16]1[CH:21]=[CH:20][C:19]([C:22]([CH3:25])([CH3:24])[CH3:23])=[CH:18][CH:17]=1.Cl, predict the reaction product. The product is: [C:22]([C:19]1[CH:20]=[CH:21][C:16]([N:15]2[CH2:14][CH2:13][C:5]3[C:4](=[C:9]([N+:10]([O-:12])=[O:11])[CH:8]=[CH:7][CH:6]=3)[C:3]2=[O:2])=[CH:17][CH:18]=1)([CH3:23])([CH3:25])[CH3:24]. (3) Given the reactants C(Cl)CCl.Cl.[O:6]=[C:7]1[NH:16][C:15]2[N:14]=[CH:13][C:12]([CH:17]=[CH:18][C:19]([OH:21])=O)=[CH:11][C:10]=2[CH2:9][CH2:8]1.[CH3:22][NH:23][CH2:24][C:25]1[NH:26][C:27]2[C:32]([C:33]=1[C:34]#[N:35])=[CH:31][CH:30]=[CH:29][CH:28]=2.C1C=CC2N(O)N=NC=2C=1.O.CCN(C(C)C)C(C)C, predict the reaction product. The product is: [C:34]([C:33]1[C:32]2[C:27](=[CH:28][CH:29]=[CH:30][CH:31]=2)[NH:26][C:25]=1[CH2:24][N:23]([CH3:22])[C:19](=[O:21])/[CH:18]=[CH:17]/[C:12]1[CH:13]=[N:14][C:15]2[NH:16][C:7](=[O:6])[CH2:8][CH2:9][C:10]=2[CH:11]=1)#[N:35]. (4) Given the reactants [O:1]1[CH2:6][CH2:5][CH2:4][CH2:3][CH:2]1[CH2:7][OH:8].[K+].[Br-].[O-]Cl.[Na+].O.C([O-])(O)=[O:16].[Na+].[OH-].[Na+], predict the reaction product. The product is: [O:1]1[CH2:6][CH2:5][CH2:4][CH2:3][CH:2]1[C:7]([OH:16])=[O:8]. (5) Given the reactants [Br:1][C:2]1[C:3]([F:11])=[C:4]([CH:8]=[CH:9][CH:10]=1)[C:5]([OH:7])=O.[N:12]1([C:18]([O:20][C:21]([CH3:24])([CH3:23])[CH3:22])=[O:19])[CH2:17][CH2:16][NH:15][CH2:14][CH2:13]1.O.OC1C2N=NNC=2C=CC=1.Cl.CN(C)CCCN=C=NCC.C(=O)(O)[O-].[Na+], predict the reaction product. The product is: [Br:1][C:2]1[C:3]([F:11])=[C:4]([CH:8]=[CH:9][CH:10]=1)[C:5]([N:15]1[CH2:14][CH2:13][N:12]([C:18]([O:20][C:21]([CH3:24])([CH3:23])[CH3:22])=[O:19])[CH2:17][CH2:16]1)=[O:7]. (6) Given the reactants [C:1]([O:5][C:6]([N:8]1[CH2:13][CH2:12][CH:11]([OH:14])[CH2:10][CH2:9]1)=[O:7])([CH3:4])([CH3:3])[CH3:2].[H-].[Na+].C(O[C:20]([C:22]1[N:23]=[C:24]2[CH:29]=[CH:28][CH:27]=[C:26](Cl)[N:25]2[CH:31]=1)=[O:21])C.Br.Br.[F:34][C:35]([F:53])([F:52])[C:36]1[CH:37]=[C:38]([C:42]2[CH:51]=[CH:50][C:45]3[NH:46][C:47]([NH2:49])=[N:48][C:44]=3[CH:43]=2)[CH:39]=[CH:40][CH:41]=1.CN(C(ON1N=NC2C=CC=CC1=2)=[N+](C)C)C.F[P-](F)(F)(F)(F)F.CCN(C(C)C)C(C)C, predict the reaction product. The product is: [C:1]([O:5][C:6]([N:8]1[CH2:13][CH2:12][CH:11]([O:14][C:26]2[N:25]3[CH:31]=[C:22]([C:20](=[O:21])[NH:49][C:47]4[NH:46][C:45]5[CH:50]=[CH:51][C:42]([C:38]6[CH:39]=[CH:40][CH:41]=[C:36]([C:35]([F:53])([F:34])[F:52])[CH:37]=6)=[CH:43][C:44]=5[N:48]=4)[N:23]=[C:24]3[CH:29]=[CH:28][CH:27]=2)[CH2:10][CH2:9]1)=[O:7])([CH3:4])([CH3:2])[CH3:3]. (7) Given the reactants C([N:8]1[CH2:12][CH2:11][C:10]([C:14]2[CH:19]=[CH:18][CH:17]=[C:16]([F:20])[C:15]=2[F:21])([F:13])[CH2:9]1)C1C=CC=CC=1.ClC(OC(Cl)=O)C.CO, predict the reaction product. The product is: [F:21][C:15]1[C:16]([F:20])=[CH:17][CH:18]=[CH:19][C:14]=1[C:10]1([F:13])[CH2:11][CH2:12][NH:8][CH2:9]1.